This data is from Reaction yield outcomes from USPTO patents with 853,638 reactions. The task is: Predict the reaction yield, written as a fraction of the theoretical maximum amount of product (1.0 means a 100% yield; for example, 0.34 means a 34% yield). (1) The reactants are [CH2:1]([O:8][C:9]1[CH:14]=[CH:13][C:12]([CH2:15][C:16](Cl)=[N:17][OH:18])=[CH:11][CH:10]=1)[C:2]1[CH:7]=[CH:6][CH:5]=[CH:4][CH:3]=1.O1CCCC1.[C:25]([C:27]1[CH:28]=[CH:29][C:30]([NH2:34])=[N:31][C:32]=1[CH3:33])#[CH:26].C(N(CC)CC)C. The catalyst is O. The product is [CH2:1]([O:8][C:9]1[CH:14]=[CH:13][C:12]([CH2:15][C:16]2[CH:26]=[C:25]([C:27]3[CH:28]=[CH:29][C:30]([NH2:34])=[N:31][C:32]=3[CH3:33])[O:18][N:17]=2)=[CH:11][CH:10]=1)[C:2]1[CH:7]=[CH:6][CH:5]=[CH:4][CH:3]=1. The yield is 0.570. (2) The reactants are [NH2:1][C:2]1[S:3][C@:4]2([CH2:19][C:20]#[N:21])[C@H:6]([C@:7]([C:11]3[CH:16]=[C:15](Br)[CH:14]=[CH:13][C:12]=3[F:18])([CH2:9][F:10])[N:8]=1)[CH2:5]2.[N-:22]=[N+]=[N-].[Na+].O=C1O[C@H]([C@H](CO)O)C([O-])=C1O.[Na+].CN[C@@H]1CCCC[C@H]1NC. The catalyst is CCO.O.[Cu]I. The product is [NH2:1][C:2]1[S:3][C@:4]2([CH2:19][C:20]#[N:21])[C@H:6]([C@:7]([C:11]3[CH:16]=[C:15]([NH2:22])[CH:14]=[CH:13][C:12]=3[F:18])([CH2:9][F:10])[N:8]=1)[CH2:5]2. The yield is 0.810. (3) The yield is 0.900. The catalyst is CO. The product is [Cl:1][C:2]1[CH:3]=[CH:4][N:5]=[C:6]([N:10]2[CH2:22][CH2:21][N:13]3[C:14]4[CH2:15][CH2:16][CH2:17][CH2:18][C:19]=4[CH:20]=[C:12]3[C:11]2=[O:23])[C:7]=1[CH2:8][OH:9]. The reactants are [Cl:1][C:2]1[C:7]([CH:8]=[O:9])=[C:6]([N:10]2[CH2:22][CH2:21][N:13]3[C:14]4[CH2:15][CH2:16][CH2:17][CH2:18][C:19]=4[CH:20]=[C:12]3[C:11]2=[O:23])[N:5]=[CH:4][CH:3]=1.[BH4-].[Na+]. (4) The reactants are C1C=C(Cl)C=C(C(OO)=[O:9])C=1.[Br:12][C:13]1[CH:18]=[CH:17][CH:16]=[C:15]([S:19][CH2:20][CH3:21])[CH:14]=1.C(Cl)Cl.[OH2:25]. No catalyst specified. The product is [Br:12][C:13]1[CH:18]=[CH:17][CH:16]=[C:15]([S:19]([CH2:20][CH3:21])(=[O:9])=[O:25])[CH:14]=1. The yield is 0.920. (5) The yield is 0.110. No catalyst specified. The product is [F:7][C:8]1[N:9]=[CH:10][C:11]([C:14]([OH:2])=[O:15])=[CH:12][CH:13]=1. The reactants are [Mn]([O-])(=O)(=O)=[O:2].[K+].[F:7][C:8]1[CH:13]=[CH:12][C:11]([CH3:14])=[CH:10][N:9]=1.[OH2:15].